Dataset: CYP1A2 inhibition data for predicting drug metabolism from PubChem BioAssay. Task: Regression/Classification. Given a drug SMILES string, predict its absorption, distribution, metabolism, or excretion properties. Task type varies by dataset: regression for continuous measurements (e.g., permeability, clearance, half-life) or binary classification for categorical outcomes (e.g., BBB penetration, CYP inhibition). Dataset: cyp1a2_veith. (1) The result is 0 (non-inhibitor). The compound is COc1cccc(/C=N/NC(=O)c2c(-c3ccccc3)noc2C)c1. (2) The molecule is O=C1[C@H]2CC[C@@H]3/C(=N\OCc4ccccc4)C[C@@H](O)[C@@H](O)[C@@H]3[C@@H]2C(=O)N1C[C@@H]1CCCO1. The result is 0 (non-inhibitor). (3) The drug is Clc1cnccn1. The result is 0 (non-inhibitor). (4) The drug is Cn1ncc2c(Nc3cccc(C(=O)O)c3)ncnc21. The result is 0 (non-inhibitor). (5) The molecule is O=C(Nc1cccc(C(F)(F)F)c1)C1CCCN(S(=O)(=O)c2cnc[nH]2)C1. The result is 1 (inhibitor). (6) The molecule is Cc1cc(C)c2nc3c(c([C@H](O)[C@@H]4CCCCN4)c2c1)CC/C3=C/c1ccc(Cl)cc1. The result is 0 (non-inhibitor).